Dataset: Catalyst prediction with 721,799 reactions and 888 catalyst types from USPTO. Task: Predict which catalyst facilitates the given reaction. (1) Reactant: [N+:1]([C:4]1[CH:5]=[CH:6][C:7]2[S:11][N:10]=[C:9]([NH2:12])[C:8]=2[CH:13]=1)([O-:3])=[O:2].[N:14]([CH2:17][CH2:18][CH2:19][CH2:20][CH2:21][CH3:22])=[C:15]=[O:16]. Product: [CH2:17]([NH:14][C:15]([NH:12][C:9]1[C:8]2[CH:13]=[C:4]([N+:1]([O-:3])=[O:2])[CH:5]=[CH:6][C:7]=2[S:11][N:10]=1)=[O:16])[CH2:18][CH2:19][CH2:20][CH2:21][CH3:22]. The catalyst class is: 1. (2) Reactant: Cl.[C:2]([O:6][C:7](=[O:39])[CH2:8][C:9](=[O:38])[C:10]([CH3:37])([CH3:36])[C:11](=[O:35])[CH:12]([CH3:34])[CH:13]([O:25][C:26]([O:28][CH2:29][C:30]([Cl:33])([Cl:32])[Cl:31])=[O:27])[CH:14]([CH3:24])[CH2:15][O:16][CH2:17][C:18]1[CH:23]=[CH:22][CH:21]=[CH:20][CH:19]=1)([CH3:5])([CH3:4])[CH3:3]. Product: [C:2]([O:6][C:7](=[O:39])[CH2:8][CH:9]([OH:38])[C:10]([CH3:37])([CH3:36])[C:11](=[O:35])[CH:12]([CH3:34])[CH:13]([O:25][C:26]([O:28][CH2:29][C:30]([Cl:32])([Cl:31])[Cl:33])=[O:27])[CH:14]([CH3:24])[CH2:15][O:16][CH2:17][C:18]1[CH:19]=[CH:20][CH:21]=[CH:22][CH:23]=1)([CH3:3])([CH3:5])[CH3:4]. The catalyst class is: 5. (3) Reactant: [C:1]([O:5][C:6]([N:8]1[CH2:15][CH2:14][CH:13]([CH:16]([CH3:18])[CH3:17])[CH:9]1[C:10]([OH:12])=O)=[O:7])([CH3:4])([CH3:3])[CH3:2].[Cl:19][C:20]1[CH:21]=[CH:22][C:23]([N:35]2[CH:39]=[N:38][CH:37]=[N:36]2)=[C:24]([CH:34]=1)[CH2:25][NH:26][C:27](=[O:33])[C@@H:28]1[CH2:32][CH2:31][CH2:30][NH:29]1.C1C=NC2N(O)N=NC=2C=1.C(Cl)CCl.CCN(CC)CC. Product: [C:1]([O:5][C:6]([N:8]1[CH2:15][CH2:14][CH:13]([CH:16]([CH3:18])[CH3:17])[C@H:9]1[C:10]([N:29]1[CH2:30][CH2:31][CH2:32][C@H:28]1[C:27]([NH:26][CH2:25][C:24]1[CH:34]=[C:20]([Cl:19])[CH:21]=[CH:22][C:23]=1[N:35]1[CH:39]=[N:38][CH:37]=[N:36]1)=[O:33])=[O:12])=[O:7])([CH3:2])([CH3:3])[CH3:4]. The catalyst class is: 3. (4) Reactant: BrC1C=C(C[N:11]([CH2:23][C:24]2[C:25]([NH:37][CH:38]3[CH2:43][CH2:42][O:41][CH2:40][CH2:39]3)=[C:26]3[CH:34]=[N:33][N:32]([CH2:35][CH3:36])[C:27]3=[N:28][C:29]=2[CH2:30][CH3:31])[C:12]([C:14]2[CH:19]=[CH:18][CH:17]=[C:16]([C:20]([NH2:22])=[O:21])[CH:15]=2)=[O:13])C=CC=1C#N.[CH:44]([C:46]1[CH:47]=[C:48](B(O)O)[CH:49]=[CH:50][CH:51]=1)=[O:45].[C:55]([O-:58])([O-])=O.[Na+].[Na+]. Product: [CH2:35]([N:32]1[C:27]2=[N:28][C:29]([CH2:30][CH3:31])=[C:24]([CH2:23][NH:11][C:12]([C:14]3[CH:19]=[CH:18][CH:17]=[C:16]([C:20]([NH:22][CH2:12][C:14]4[CH:15]=[C:16]([C:48]5[CH:49]=[CH:50][CH:51]=[C:46]([CH:44]=[O:45])[CH:47]=5)[CH:17]=[CH:18][C:19]=4[O:58][CH3:55])=[O:21])[CH:15]=3)=[O:13])[C:25]([NH:37][CH:38]3[CH2:43][CH2:42][O:41][CH2:40][CH2:39]3)=[C:26]2[CH:34]=[N:33]1)[CH3:36]. The catalyst class is: 38. (5) Product: [Cl:20][C:14]1[C:13]([CH3:21])=[C:12]([NH:11][C@@H:10]([C:22]2[O:26][C:25]([C:27]3[CH:28]=[CH:29][C:30]([NH:33][C:34](=[O:38])[CH2:35][CH2:36][CH3:37])=[CH:31][CH:32]=3)=[N:24][N:23]=2)[C@H:9]([OH:8])[CH3:39])[CH:17]=[CH:16][C:15]=1[C:18]#[N:19]. The catalyst class is: 1. Reactant: [Si]([O:8][C@H:9]([CH3:39])[C@H:10]([C:22]1[O:26][C:25]([C:27]2[CH:32]=[CH:31][C:30]([NH:33][C:34](=[O:38])[CH2:35][CH2:36][CH3:37])=[CH:29][CH:28]=2)=[N:24][N:23]=1)[NH:11][C:12]1[CH:17]=[CH:16][C:15]([C:18]#[N:19])=[C:14]([Cl:20])[C:13]=1[CH3:21])(C(C)(C)C)(C)C.CCCC[N+](CCCC)(CCCC)CCCC.[F-]. (6) Reactant: [Si]([O:8][CH2:9]/[CH:10]=[CH:11]/[C:12]1[N:20]([CH2:21][CH3:22])[C:19]2[C:18](OC3C=CC=CC=3)=[N:17][CH:16]=[N:15][C:14]=2[CH:13]=1)(C(C)(C)C)(C)C.[CH3:30][C:31]1[CH:32]=[C:33]([CH:35]=[CH:36][C:37]=1[O:38][C:39]1[CH:40]=[N:41][C:42]([CH3:45])=[CH:43][CH:44]=1)[NH2:34].Cl.N1C=CC=CC=1.C1(O)C=CC=CC=1. Product: [CH2:21]([N:20]1[C:19]2[C:18]([NH:34][C:33]3[CH:35]=[CH:36][C:37]([O:38][C:39]4[CH:40]=[N:41][C:42]([CH3:45])=[CH:43][CH:44]=4)=[C:31]([CH3:30])[CH:32]=3)=[N:17][CH:16]=[N:15][C:14]=2[CH:13]=[C:12]1/[CH:11]=[CH:10]/[CH2:9][OH:8])[CH3:22]. The catalyst class is: 4.